The task is: Predict which catalyst facilitates the given reaction.. This data is from Catalyst prediction with 721,799 reactions and 888 catalyst types from USPTO. (1) The catalyst class is: 471. Product: [NH2:1][C:2]1[C:10]([CH3:11])=[CH:9][C:8]([N:13]2[CH:17]=[N:16][CH:15]=[N:14]2)=[CH:7][C:3]=1[C:4]([OH:6])=[O:5]. Reactant: [NH2:1][C:2]1[C:10]([CH3:11])=[CH:9][C:8](I)=[CH:7][C:3]=1[C:4]([OH:6])=[O:5].[NH:13]1[CH:17]=[N:16][CH:15]=[N:14]1.C([O-])([O-])=O.[Cs+].[Cs+]. (2) Reactant: Br[CH:2]([CH3:15])[C:3]([NH:5][C:6]1[CH:11]=[C:10]([CH3:12])[CH:9]=[C:8]([CH3:13])[C:7]=1[OH:14])=[O:4].C(=O)([O-])[O-].[K+].[K+].O. Product: [CH3:15][CH:2]1[C:3](=[O:4])[NH:5][C:6]2[CH:11]=[C:10]([CH3:12])[CH:9]=[C:8]([CH3:13])[C:7]=2[O:14]1. The catalyst class is: 9. (3) Reactant: [CH2:1]([N:5]1[C:9]2=[N:10][C:11]3[N:12]([CH3:19])[C:13](=[O:18])[NH:14][C:15](=[O:17])[C:16]=3[N:8]2[CH:7]=[C:6]1[C:20]1[CH:25]=[CH:24][CH:23]=[CH:22][CH:21]=1)[CH2:2][CH2:3][CH3:4].[N+:26]([O-])([OH:28])=[O:27].O. Product: [CH2:1]([N:5]1[C:9]2=[N:10][C:11]3[N:12]([CH3:19])[C:13](=[O:18])[NH:14][C:15](=[O:17])[C:16]=3[N:8]2[C:7]([N+:26]([O-:28])=[O:27])=[C:6]1[C:20]1[CH:21]=[CH:22][CH:23]=[CH:24][CH:25]=1)[CH2:2][CH2:3][CH3:4]. The catalyst class is: 404. (4) Reactant: [CH2:1](OC(OCC)OCC)C.[NH2:11][C:12]1[CH:26]=[CH:25][CH:24]=[C:23]([S:27]([CH2:30][CH3:31])(=[O:29])=[O:28])[C:13]=1[CH2:14][NH:15][CH:16]1[CH2:20][C:19](=[O:21])[NH:18][C:17]1=[O:22]. Product: [CH2:30]([S:27]([C:23]1[CH:24]=[CH:25][CH:26]=[C:12]2[C:13]=1[CH2:14][N:15]([CH:16]1[CH2:20][C:19](=[O:21])[NH:18][C:17]1=[O:22])[CH:1]=[N:11]2)(=[O:29])=[O:28])[CH3:31]. The catalyst class is: 15. (5) Reactant: [Si]([O:18][CH:19]1[CH2:22][N:21]([C:23]2[S:24][CH:25]=[C:26]([C:28](=[O:30])[NH2:29])[N:27]=2)[CH2:20]1)(C(C)(C)C)(C1C=CC=CC=1)C1C=CC=CC=1.[F-].C([N+](CCCC)(CCCC)CCCC)CCC. Product: [C:28]([C:26]1[N:27]=[C:23]([N:21]2[CH2:22][CH:19]([OH:18])[CH2:20]2)[S:24][CH:25]=1)(=[O:30])[NH2:29]. The catalyst class is: 7. (6) Reactant: [CH3:1][N:2]([S:15]([C:18]1[S:19][CH:20]=[CH:21][CH:22]=1)(=[O:17])=[O:16])[C:3]1[CH:4]=[CH:5][CH:6]=[C:7]2[C:11]=1[NH:10][C:9]([C:12]([OH:14])=O)=[CH:8]2.[N:23]1(O)C2C=CC=CC=2N=N1.N.C(O)(=O)CC(CC(O)=O)(C(O)=O)O. Product: [CH3:1][N:2]([S:15]([C:18]1[S:19][CH:20]=[CH:21][CH:22]=1)(=[O:17])=[O:16])[C:3]1[CH:4]=[CH:5][CH:6]=[C:7]2[C:11]=1[NH:10][C:9]([C:12]([NH2:23])=[O:14])=[CH:8]2. The catalyst class is: 145. (7) Product: [CH2:1]([N:8]1[C@H:13]([CH2:14][CH2:15][O:16][Si:17]([C:20]([CH3:23])([CH3:22])[CH3:21])([CH3:19])[CH3:18])[CH2:12][O:11][C:10]([CH3:25])([CH3:24])[CH2:9]1)[C:2]1[CH:3]=[CH:4][CH:5]=[CH:6][CH:7]=1. Reactant: [CH2:1]([N:8]1[C@H:13]([CH2:14][CH2:15][O:16][Si:17]([C:20]([CH3:23])([CH3:22])[CH3:21])([CH3:19])[CH3:18])[CH2:12][O:11][C:10]([CH3:25])([CH3:24])[C:9]1=O)[C:2]1[CH:7]=[CH:6][CH:5]=[CH:4][CH:3]=1.CO. The catalyst class is: 7. (8) Reactant: [Br:1][C:2]1[S:6][CH:5]=[N:4][C:3]=1[C:7](O)=O.C(N(C(C)C)CC)(C)C.[CH3:19][C:20]1[CH:21]=[C:22]([NH2:27])[C:23]([NH2:26])=[CH:24][CH:25]=1.CN(C(ON1N=NC2C=CC=CC1=2)=[N+](C)C)C.[B-](F)(F)(F)F. Product: [Br:1][C:2]1[S:6][CH:5]=[N:4][C:3]=1[C:7]1[NH:26][C:23]2[CH:24]=[CH:25][C:20]([CH3:19])=[CH:21][C:22]=2[N:27]=1. The catalyst class is: 3.